Dataset: Reaction yield outcomes from USPTO patents with 853,638 reactions. Task: Predict the reaction yield, written as a fraction of the theoretical maximum amount of product (1.0 means a 100% yield; for example, 0.34 means a 34% yield). (1) The yield is 0.950. The reactants are [Cl:1][C:2]1[CH:10]=[CH:9][CH:8]=[C:7]2[C:3]=1[CH:4]=[N:5][NH:6]2.[O:11]1[CH:16]=[CH:15][CH2:14][CH2:13][CH2:12]1. The catalyst is C1(C)C=CC(S([O-])(=O)=O)=CC=1.[NH+]1C=CC=CC=1.C(Cl)Cl. The product is [Cl:1][C:2]1[CH:10]=[CH:9][CH:8]=[C:7]2[C:3]=1[CH:4]=[N:5][N:6]2[CH:12]1[CH2:13][CH2:14][CH2:15][CH2:16][O:11]1. (2) The reactants are [Cl:1][C:2]1[CH:3]=[CH:4][C:5]([CH2:8][O:9][C:10]2[CH:15]=[CH:14][N:13]([C:16]3[CH:17]=[N:18][C:19]([NH:22][CH2:23][CH2:24][N:25]4[CH2:29][CH2:28][CH2:27][CH2:26]4)=[CH:20][CH:21]=3)[C:12](=[O:30])[CH:11]=2)=[N:6][CH:7]=1.CCN(CC)CC.[C:38](Cl)(=[O:40])[CH3:39]. The catalyst is C(Cl)Cl. The product is [Cl:1][C:2]1[CH:3]=[CH:4][C:5]([CH2:8][O:9][C:10]2[CH:15]=[CH:14][N:13]([C:16]3[CH:17]=[N:18][C:19]([NH:22][CH:23]([C:38](=[O:40])[CH3:39])[CH2:24][N:25]4[CH2:26][CH2:27][CH2:28][CH2:29]4)=[CH:20][CH:21]=3)[C:12](=[O:30])[CH:11]=2)=[N:6][CH:7]=1. The yield is 0.350.